Dataset: Full USPTO retrosynthesis dataset with 1.9M reactions from patents (1976-2016). Task: Predict the reactants needed to synthesize the given product. (1) Given the product [Br:22][C:20]1[CH:21]=[C:16]([NH:14][C:12]2[CH:13]=[C:7]3[CH2:6][N:5]([CH2:4][CH2:3][O:2][CH3:1])[CH2:10][CH2:9][N:8]3[N:11]=2)[C:17](=[O:24])[N:18]([CH3:23])[CH:19]=1, predict the reactants needed to synthesize it. The reactants are: [CH3:1][O:2][CH2:3][CH2:4][N:5]1[CH2:10][CH2:9][N:8]2[N:11]=[C:12]([NH2:14])[CH:13]=[C:7]2[CH2:6]1.Br[C:16]1[C:17](=[O:24])[N:18]([CH3:23])[CH:19]=[C:20]([Br:22])[CH:21]=1.C(=O)([O-])[O-].[Cs+].[Cs+].CC1(C)C2C(=C(P(C3C=CC=CC=3)C3C=CC=CC=3)C=CC=2)OC2C(P(C3C=CC=CC=3)C3C=CC=CC=3)=CC=CC1=2. (2) Given the product [CH3:6][O:7][CH2:8][CH2:9][N:10]([CH3:11])[CH:2]([CH3:1])[C:3]#[CH:4], predict the reactants needed to synthesize it. The reactants are: [CH3:1][CH:2](O)[C:3]#[CH:4].[CH3:6][O:7][CH2:8][CH2:9][NH:10][CH3:11].